This data is from NCI-60 drug combinations with 297,098 pairs across 59 cell lines. The task is: Regression. Given two drug SMILES strings and cell line genomic features, predict the synergy score measuring deviation from expected non-interaction effect. (1) Drug 1: C1=CC(=CC=C1CC(C(=O)O)N)N(CCCl)CCCl.Cl. Drug 2: C1C(C(OC1N2C=NC3=C2NC=NCC3O)CO)O. Cell line: SF-268. Synergy scores: CSS=7.29, Synergy_ZIP=-4.40, Synergy_Bliss=3.02, Synergy_Loewe=-13.6, Synergy_HSA=-0.860. (2) Drug 1: C1C(C(OC1N2C=NC3=C2NC=NCC3O)CO)O. Drug 2: B(C(CC(C)C)NC(=O)C(CC1=CC=CC=C1)NC(=O)C2=NC=CN=C2)(O)O. Cell line: PC-3. Synergy scores: CSS=38.2, Synergy_ZIP=-0.120, Synergy_Bliss=-0.533, Synergy_Loewe=-31.9, Synergy_HSA=-1.27. (3) Drug 1: CC12CCC3C(C1CCC2=O)CC(=C)C4=CC(=O)C=CC34C. Drug 2: CC(C1=C(C=CC(=C1Cl)F)Cl)OC2=C(N=CC(=C2)C3=CN(N=C3)C4CCNCC4)N. Cell line: COLO 205. Synergy scores: CSS=60.8, Synergy_ZIP=-0.516, Synergy_Bliss=-0.268, Synergy_Loewe=-11.1, Synergy_HSA=-3.16. (4) Drug 1: COC1=C(C=C2C(=C1)N=CN=C2NC3=CC(=C(C=C3)F)Cl)OCCCN4CCOCC4. Cell line: SF-539. Synergy scores: CSS=7.72, Synergy_ZIP=-3.66, Synergy_Bliss=-2.75, Synergy_Loewe=-1.52, Synergy_HSA=-1.21. Drug 2: C1C(C(OC1N2C=NC3=C2NC=NCC3O)CO)O. (5) Drug 1: C1CN(CCN1C(=O)CCBr)C(=O)CCBr. Drug 2: C1CNP(=O)(OC1)N(CCCl)CCCl. Cell line: MALME-3M. Synergy scores: CSS=11.6, Synergy_ZIP=-1.56, Synergy_Bliss=0.931, Synergy_Loewe=3.20, Synergy_HSA=1.16.